From a dataset of Reaction yield outcomes from USPTO patents with 853,638 reactions. Predict the reaction yield, written as a fraction of the theoretical maximum amount of product (1.0 means a 100% yield; for example, 0.34 means a 34% yield). (1) The reactants are [H-].[Al+3].[Li+].[H-].[H-].[H-].[C:7]([N:15]1[CH2:28][CH2:27][C:26]2[C:25]3[CH:24]=[C:23]([C:29]4[CH:34]=[CH:33][C:32]([O:35][CH3:36])=[CH:31][CH:30]=4)[CH:22]=[CH:21][C:20]=3[NH:19][C:18]=2[CH2:17][CH2:16]1)(=O)[C:8]1[CH:13]=[CH:12][CH:11]=[CH:10][CH:9]=1. The catalyst is O1CCCC1. The product is [CH2:7]([N:15]1[CH2:28][CH2:27][C:26]2[C:25]3[CH:24]=[C:23]([C:29]4[CH:30]=[CH:31][C:32]([O:35][CH3:36])=[CH:33][CH:34]=4)[CH:22]=[CH:21][C:20]=3[NH:19][C:18]=2[CH2:17][CH2:16]1)[C:8]1[CH:9]=[CH:10][CH:11]=[CH:12][CH:13]=1. The yield is 1.00. (2) The reactants are [CH3:1][C:2]1[C:7]([O:8][C:9]2[CH:14]=[CH:13][N:12]=[C:11]([NH:15][C:16]3[CH:21]=[CH:20][CH:19]=[C:18]([CH2:22][N:23]4[CH2:28][CH2:27][NH:26][CH2:25][CH2:24]4)[CH:17]=3)[CH:10]=2)=[CH:6][CH:5]=[C:4]([CH3:29])[N:3]=1.[N:30]1([C:35]2[C:40]([S:41](Cl)(=[O:43])=[O:42])=[CH:39][CH:38]=[CH:37][N:36]=2)[CH:34]=[N:33][CH:32]=[N:31]1.CCN(C(C)C)C(C)C. The catalyst is C(Cl)Cl. The product is [CH3:1][C:2]1[C:7]([O:8][C:9]2[CH:14]=[CH:13][N:12]=[C:11]([NH:15][C:16]3[CH:21]=[CH:20][CH:19]=[C:18]([CH2:22][N:23]4[CH2:28][CH2:27][N:26]([S:41]([C:40]5[C:35]([N:30]6[CH:34]=[N:33][CH:32]=[N:31]6)=[N:36][CH:37]=[CH:38][CH:39]=5)(=[O:43])=[O:42])[CH2:25][CH2:24]4)[CH:17]=3)[CH:10]=2)=[CH:6][CH:5]=[C:4]([CH3:29])[N:3]=1. The yield is 0.760.